From a dataset of Forward reaction prediction with 1.9M reactions from USPTO patents (1976-2016). Predict the product of the given reaction. (1) Given the reactants Br[CH2:2][C:3]([O:5][CH3:6])=[O:4].C([O-])([O-])=O.[Cs+].[Cs+].[OH:13][C:14]1[CH:15]=[C:16]([NH:20][C:21](=[O:30])[CH:22]=[CH:23][C:24]2[CH:29]=[CH:28][CH:27]=[CH:26][CH:25]=2)[CH:17]=[CH:18][CH:19]=1, predict the reaction product. The product is: [CH3:6][O:5][C:3](=[O:4])[CH2:2][O:13][C:14]1[CH:19]=[CH:18][CH:17]=[C:16]([NH:20][C:21](=[O:30])[CH:22]=[CH:23][C:24]2[CH:25]=[CH:26][CH:27]=[CH:28][CH:29]=2)[CH:15]=1. (2) The product is: [C:14]([OH:16])(=[O:15])[C:13]1[CH:12]=[CH:11][C:2]([C:1]([OH:8])=[O:7])=[CH:3][CH:4]=1. Given the reactants [C:1]([OH:8])(=[O:7])/[CH:2]=[CH:3]/[C:4](O)=O.C(O)(=O)C[CH2:11][CH2:12][CH2:13][C:14]([OH:16])=[O:15].S(C1C=C(C(O)=O)C=C(C=1)C(O)=O)(O)(=O)=O, predict the reaction product. (3) Given the reactants Cl[C:2]1[N:7]=[CH:6][N:5]=[C:4]([NH:8][C:9]2[CH:14]=[CH:13][C:12]([P:15]([CH3:18])([CH3:17])=[O:16])=[CH:11][CH:10]=2)[N:3]=1.C(N(CC)CC)C.[NH2:26][CH2:27][CH2:28][C:29]1[CH:34]=[CH:33][C:32]([S:35]([NH2:38])(=[O:37])=[O:36])=[CH:31][CH:30]=1, predict the reaction product. The product is: [CH3:17][P:15]([C:12]1[CH:13]=[CH:14][C:9]([NH:8][C:4]2[N:5]=[CH:6][N:7]=[C:2]([NH:26][CH2:27][CH2:28][C:29]3[CH:30]=[CH:31][C:32]([S:35]([NH2:38])(=[O:36])=[O:37])=[CH:33][CH:34]=3)[N:3]=2)=[CH:10][CH:11]=1)([CH3:18])=[O:16]. (4) The product is: [Cl:35][C:15]1[CH:14]=[C:13]([NH:20][C:21]2[CH:26]=[CH:25][C:24]([C:27]([F:30])([F:29])[F:28])=[CH:23][N:22]=2)[C:12]2[C:17](=[N:18][C:9]([C:4]3[C:3]([C:2]([F:32])([F:31])[F:1])=[CH:8][CH:7]=[CH:6][N:5]=3)=[CH:10][CH:11]=2)[N:16]=1. Given the reactants [F:1][C:2]([F:32])([F:31])[C:3]1[C:4]([C:9]2[N:18]=[C:17]3[C:12]([C:13]([NH:20][C:21]4[CH:26]=[CH:25][C:24]([C:27]([F:30])([F:29])[F:28])=[CH:23][N:22]=4)=[CH:14][C:15](O)=[N:16]3)=[CH:11][CH:10]=2)=[N:5][CH:6]=[CH:7][CH:8]=1.P(Cl)(Cl)([Cl:35])=O, predict the reaction product. (5) Given the reactants [NH2:1][C:2]1[C:7]([C:8]#[N:9])=[C:6]([N:10]2[CH2:15][CH2:14][CH:13]([C:16]3[N:17]([CH2:29][CH2:30][N:31]4[CH2:34][CH2:33][CH2:32]4)[CH:18]=[C:19]([C:21]4[CH:26]=[CH:25][C:24]([F:27])=[C:23]([CH3:28])[CH:22]=4)[N:20]=3)[C:12]([F:36])([F:35])[CH2:11]2)[N:5]=[CH:4][N:3]=1.[OH:37]O.[OH-].[Na+], predict the reaction product. The product is: [NH2:1][C:2]1[C:7]([C:8]([NH2:9])=[O:37])=[C:6]([N:10]2[CH2:15][CH2:14][CH:13]([C:16]3[N:17]([CH2:29][CH2:30][N:31]4[CH2:32][CH2:33][CH2:34]4)[CH:18]=[C:19]([C:21]4[CH:26]=[CH:25][C:24]([F:27])=[C:23]([CH3:28])[CH:22]=4)[N:20]=3)[C:12]([F:36])([F:35])[CH2:11]2)[N:5]=[CH:4][N:3]=1. (6) The product is: [Cl:8][C:6]1[CH:5]=[C:4]([C:9]2([C:32]([F:33])([F:35])[F:34])[O:13][N:12]=[C:11]([C:14]3[CH:19]=[CH:18][C:17]([C:20]([N:22]4[CH2:26][C:25](=[O:27])[N:24]([CH2:44][C:45]([F:48])([F:47])[F:46])[CH2:23]4)=[O:21])=[C:16]([C:28]([F:31])([F:30])[F:29])[CH:15]=3)[CH2:10]2)[CH:3]=[C:2]([Cl:1])[CH:7]=1. Given the reactants [Cl:1][C:2]1[CH:3]=[C:4]([C:9]2([C:32]([F:35])([F:34])[F:33])[O:13][N:12]=[C:11]([C:14]3[CH:19]=[CH:18][C:17]([C:20]([N:22]4[CH2:26][C:25](=[O:27])[NH:24][CH2:23]4)=[O:21])=[C:16]([C:28]([F:31])([F:30])[F:29])[CH:15]=3)[CH2:10]2)[CH:5]=[C:6]([Cl:8])[CH:7]=1.[H-].[Na+].FC(F)(F)S(O[CH2:44][C:45]([F:48])([F:47])[F:46])(=O)=O, predict the reaction product. (7) Given the reactants [CH3:1][C:2]1[C:10]2[C:5](=[N:6][C:7]([CH3:23])=[C:8]([CH2:18][C:19]([O:21][CH3:22])=[O:20])[C:9]=2[C:11]2[CH:16]=[CH:15][C:14]([CH3:17])=[CH:13][CH:12]=2)[S:4][CH:3]=1.[Li+].C[Si]([N-][Si](C)(C)C)(C)C.[CH2:34]1[CH2:38]OC[CH2:35]1.ICCC, predict the reaction product. The product is: [CH3:1][C:2]1[C:10]2[C:5](=[N:6][C:7]([CH3:23])=[C:8]([CH:18]([CH2:35][CH2:34][CH3:38])[C:19]([O:21][CH3:22])=[O:20])[C:9]=2[C:11]2[CH:12]=[CH:13][C:14]([CH3:17])=[CH:15][CH:16]=2)[S:4][CH:3]=1.